Dataset: Full USPTO retrosynthesis dataset with 1.9M reactions from patents (1976-2016). Task: Predict the reactants needed to synthesize the given product. (1) Given the product [Cl:1][C:2]1[CH:10]=[C:9]2[C:5]([C:6]([C:15]([N:17]3[CH2:22][CH2:21][N:20]([C:23]4[CH:28]=[CH:27][CH:26]=[CH:25][C:24]=4[F:29])[CH2:19][CH2:18]3)=[O:16])=[CH:7][N:8]2[CH2:11][C:12]([NH2:30])=[O:13])=[CH:4][CH:3]=1, predict the reactants needed to synthesize it. The reactants are: [Cl:1][C:2]1[CH:10]=[C:9]2[C:5]([C:6]([C:15]([N:17]3[CH2:22][CH2:21][N:20]([C:23]4[CH:28]=[CH:27][CH:26]=[CH:25][C:24]=4[F:29])[CH2:19][CH2:18]3)=[O:16])=[CH:7][N:8]2[CH2:11][C:12](O)=[O:13])=[CH:4][CH:3]=1.[NH3:30]. (2) Given the product [CH:1]1([CH2:6][CH:7]([C:17]2[NH:25][C:20]3=[N:21][CH:22]=[CH:23][CH:24]=[C:19]3[CH:18]=2)[C:8]2[CH:9]=[N:10][CH:11]=[CH:12][CH:13]=2)[CH2:5][CH2:4][CH2:3][CH2:2]1, predict the reactants needed to synthesize it. The reactants are: [CH:1]1([CH2:6][CH:7]([C:17]2[NH:25][C:20]3=[N:21][CH:22]=[CH:23][CH:24]=[C:19]3[CH:18]=2)[C:8]2[CH:9]=[N:10][C:11](OCC)=[CH:12][CH:13]=2)[CH2:5][CH2:4][CH2:3][CH2:2]1. (3) Given the product [C:2]([C:7]1[O:11][C:10]([CH2:12][N:13]2[CH:17]=[CH:16][C:15]([NH:18][C:31]([C:27]3[N:28]=[CH:29][O:30][C:26]=3[C:22]3[CH:23]=[CH:24][CH:25]=[C:20]([Cl:19])[CH:21]=3)=[O:32])=[N:14]2)=[CH:9][CH:8]=1)(=[O:6])[CH3:1], predict the reactants needed to synthesize it. The reactants are: [CH3:1][C:2]1([C:7]2[O:11][C:10]([CH2:12][N:13]3[CH:17]=[CH:16][C:15]([NH2:18])=[N:14]3)=[CH:9][CH:8]=2)[O:6]CCO1.[Cl:19][C:20]1[CH:21]=[C:22]([C:26]2[O:30][CH:29]=[N:28][C:27]=2[C:31](O)=[O:32])[CH:23]=[CH:24][CH:25]=1. (4) Given the product [CH3:1][N:2]1[C:10]2[C:5](=[CH:6][C:7]([CH2:11][C:12]3[N:16]4[N:17]=[C:18](/[C:21](=[N:25]/[NH:24][C:26]([NH2:28])=[O:27])/[CH3:22])[CH:19]=[CH:20][C:15]4=[N:14][CH:13]=3)=[CH:8][CH:9]=2)[CH:4]=[N:3]1, predict the reactants needed to synthesize it. The reactants are: [CH3:1][N:2]1[C:10]2[C:5](=[CH:6][C:7]([CH2:11][C:12]3[N:16]4[N:17]=[C:18]([C:21](=O)[CH3:22])[CH:19]=[CH:20][C:15]4=[N:14][CH:13]=3)=[CH:8][CH:9]=2)[CH:4]=[N:3]1.[NH:24]([C:26]([NH2:28])=[O:27])[NH2:25]. (5) Given the product [CH3:15][O:14][C:12](=[O:13])[C:11](=[C:27]1[CH2:28][CH2:29][N:24]([CH2:17][C:18]2[CH:23]=[CH:22][CH:21]=[CH:20][CH:19]=2)[CH2:25][CH2:26]1)[CH3:16], predict the reactants needed to synthesize it. The reactants are: [H-].[Na+].C(OP([CH:11]([CH3:16])[C:12]([O:14][CH3:15])=[O:13])(OCC)=O)C.[CH2:17]([N:24]1[CH2:29][CH2:28][C:27](=O)[CH2:26][CH2:25]1)[C:18]1[CH:23]=[CH:22][CH:21]=[CH:20][CH:19]=1. (6) Given the product [Cl:26][C:27]1[N:32]=[C:31]([C:2]#[C:1][C:3]2[CH:4]=[N:5][N:6]3[C:11]([C:12]([F:14])([F:13])[F:15])=[CH:10][C:9]([C:16]4[CH:21]=[CH:20][C:19]([C:22]([F:25])([F:24])[F:23])=[CH:18][CH:17]=4)=[N:8][C:7]=23)[CH:30]=[CH:29][N:28]=1, predict the reactants needed to synthesize it. The reactants are: [C:1]([C:3]1[CH:4]=[N:5][N:6]2[C:11]([C:12]([F:15])([F:14])[F:13])=[CH:10][C:9]([C:16]3[CH:21]=[CH:20][C:19]([C:22]([F:25])([F:24])[F:23])=[CH:18][CH:17]=3)=[N:8][C:7]=12)#[CH:2].[Cl:26][C:27]1[N:32]=[C:31](Cl)[CH:30]=[CH:29][N:28]=1. (7) Given the product [CH3:14][S:11]([N:7]1[C:8]2[C:4](=[CH:3][C:2]([B:15]3[O:19][C:18]([CH3:21])([CH3:20])[C:17]([CH3:23])([CH3:22])[O:16]3)=[CH:10][CH:9]=2)[CH:5]=[CH:6]1)(=[O:13])=[O:12], predict the reactants needed to synthesize it. The reactants are: Br[C:2]1[CH:3]=[C:4]2[C:8](=[CH:9][CH:10]=1)[N:7]([S:11]([CH3:14])(=[O:13])=[O:12])[CH:6]=[CH:5]2.[B:15]1([B:15]2[O:19][C:18]([CH3:21])([CH3:20])[C:17]([CH3:23])([CH3:22])[O:16]2)[O:19][C:18]([CH3:21])([CH3:20])[C:17]([CH3:23])([CH3:22])[O:16]1.C([O-])(=O)C.[K+].